The task is: Predict the reaction yield, written as a fraction of the theoretical maximum amount of product (1.0 means a 100% yield; for example, 0.34 means a 34% yield).. This data is from Reaction yield outcomes from USPTO patents with 853,638 reactions. The reactants are [H-].[Na+].[Cl:3][C:4]1[CH:5]=[C:6]2[C:11](=[CH:12][CH:13]=1)[CH:10]=[C:9]([S:14]([CH2:17][C@@H:18]([NH:37][C:38](=[O:43])[O:39][CH2:40][CH2:41]Cl)[C:19]([N:21]1[CH2:26][CH2:25][CH:24]([N:27]3[CH2:31][C:30]4=[CH:32][N:33]=[C:34]([CH3:35])[N:29]4[C:28]3=[O:36])[CH2:23][CH2:22]1)=[O:20])(=[O:16])=[O:15])[CH:8]=[CH:7]2.O. The product is [Cl:3][C:4]1[CH:5]=[C:6]2[C:11](=[CH:12][CH:13]=1)[CH:10]=[C:9]([S:14]([CH2:17][C@@H:18]([N:37]1[CH2:41][CH2:40][O:39][C:38]1=[O:43])[C:19]([N:21]1[CH2:22][CH2:23][CH:24]([N:27]3[CH2:31][C:30]4=[CH:32][N:33]=[C:34]([CH3:35])[N:29]4[C:28]3=[O:36])[CH2:25][CH2:26]1)=[O:20])(=[O:16])=[O:15])[CH:8]=[CH:7]2. The yield is 0.600. The catalyst is CN(C=O)C.